From a dataset of NCI-60 drug combinations with 297,098 pairs across 59 cell lines. Regression. Given two drug SMILES strings and cell line genomic features, predict the synergy score measuring deviation from expected non-interaction effect. (1) Drug 1: CCCS(=O)(=O)NC1=C(C(=C(C=C1)F)C(=O)C2=CNC3=C2C=C(C=N3)C4=CC=C(C=C4)Cl)F. Drug 2: C1CC(C1)(C(=O)O)C(=O)O.[NH2-].[NH2-].[Pt+2]. Cell line: IGROV1. Synergy scores: CSS=32.8, Synergy_ZIP=-9.81, Synergy_Bliss=-6.96, Synergy_Loewe=-8.50, Synergy_HSA=-5.96. (2) Drug 1: COC1=C(C=C2C(=C1)N=CN=C2NC3=CC(=C(C=C3)F)Cl)OCCCN4CCOCC4. Drug 2: COC1=NC(=NC2=C1N=CN2C3C(C(C(O3)CO)O)O)N. Cell line: M14. Synergy scores: CSS=11.0, Synergy_ZIP=3.49, Synergy_Bliss=6.13, Synergy_Loewe=-1.92, Synergy_HSA=0.299. (3) Drug 1: CC1C(C(CC(O1)OC2CC(CC3=C2C(=C4C(=C3O)C(=O)C5=C(C4=O)C(=CC=C5)OC)O)(C(=O)C)O)N)O.Cl. Drug 2: CC12CCC3C(C1CCC2O)C(CC4=C3C=CC(=C4)O)CCCCCCCCCS(=O)CCCC(C(F)(F)F)(F)F. Cell line: HOP-92. Synergy scores: CSS=7.17, Synergy_ZIP=-9.12, Synergy_Bliss=-14.8, Synergy_Loewe=-12.7, Synergy_HSA=-12.6. (4) Drug 1: C1=NC2=C(N=C(N=C2N1C3C(C(C(O3)CO)O)F)Cl)N. Drug 2: CC1=C(N=C(N=C1N)C(CC(=O)N)NCC(C(=O)N)N)C(=O)NC(C(C2=CN=CN2)OC3C(C(C(C(O3)CO)O)O)OC4C(C(C(C(O4)CO)O)OC(=O)N)O)C(=O)NC(C)C(C(C)C(=O)NC(C(C)O)C(=O)NCCC5=NC(=CS5)C6=NC(=CS6)C(=O)NCCC[S+](C)C)O. Cell line: HCT-15. Synergy scores: CSS=15.9, Synergy_ZIP=-7.55, Synergy_Bliss=-6.17, Synergy_Loewe=-8.31, Synergy_HSA=-4.49. (5) Drug 1: CC(CN1CC(=O)NC(=O)C1)N2CC(=O)NC(=O)C2. Drug 2: COC1=C2C(=CC3=C1OC=C3)C=CC(=O)O2. Cell line: HCT-15. Synergy scores: CSS=32.3, Synergy_ZIP=-8.77, Synergy_Bliss=-1.39, Synergy_Loewe=-4.18, Synergy_HSA=-2.98. (6) Drug 1: CCCCCOC(=O)NC1=NC(=O)N(C=C1F)C2C(C(C(O2)C)O)O. Drug 2: C(CCl)NC(=O)N(CCCl)N=O. Cell line: NCI-H322M. Synergy scores: CSS=-3.04, Synergy_ZIP=2.05, Synergy_Bliss=0.272, Synergy_Loewe=-0.772, Synergy_HSA=-2.70.